Dataset: Catalyst prediction with 721,799 reactions and 888 catalyst types from USPTO. Task: Predict which catalyst facilitates the given reaction. (1) Reactant: [NH2:1][C:2]1[CH:7]=[CH:6][CH:5]=[CH:4][C:3]=1[S:8]([NH2:11])(=[O:10])=[O:9].[CH3:12][O:13][C:14]1[CH:15]=[C:16](/[CH:22]=[CH:23]/[C:24](O)=O)[CH:17]=[CH:18][C:19]=1[O:20][CH3:21].CN(C(ON1N=NC2C=CC=CC1=2)=[N+](C)C)C.F[P-](F)(F)(F)(F)F.CCN(CC)CC. Product: [CH3:12][O:13][C:14]1[CH:15]=[C:16](/[CH:22]=[CH:23]/[C:24]2[NH:1][C:2]3[CH:7]=[CH:6][CH:5]=[CH:4][C:3]=3[S:8](=[O:9])(=[O:10])[N:11]=2)[CH:17]=[CH:18][C:19]=1[O:20][CH3:21]. The catalyst class is: 23. (2) Reactant: [Cl:1][C:2]1[CH:3]=[C:4]([F:9])[C:5]([NH2:8])=[N:6][CH:7]=1.[O-:10]S(OOS([O-])(=O)=O)(=O)=O.[Na+].[Na+].[OH2:22].C([O-])(O)=O.[Na+]. Product: [Cl:1][C:2]1[CH:3]=[C:4]([F:9])[C:5]([N+:8]([O-:10])=[O:22])=[N:6][CH:7]=1. The catalyst class is: 82. (3) Reactant: CC1(C)C(C)(C)OB([C:9]2[CH:10]=[C:11]3[C:15](=[CH:16][CH:17]=2)[CH2:14][C@H:13]([NH:18][S:19]([CH:22]([CH3:24])[CH3:23])(=[O:21])=[O:20])[CH2:12]3)O1.[OH:26]OS([O-])=O.[K+]. Product: [OH:26][C:9]1[CH:10]=[C:11]2[C:15](=[CH:16][CH:17]=1)[CH2:14][C@H:13]([NH:18][S:19]([CH:22]([CH3:24])[CH3:23])(=[O:21])=[O:20])[CH2:12]2. The catalyst class is: 95. (4) Reactant: [CH2:1]([N:8]1[CH2:12][CH2:11][C@@H:10]([NH:13][C:14]2[C:24]([F:25])=[CH:23][C:17]([C:18]([O:20][CH2:21][CH3:22])=[O:19])=[C:16](Cl)[N:15]=2)[CH2:9]1)[C:2]1[CH:7]=[CH:6][CH:5]=[CH:4][CH:3]=1.C([O-])=O.[NH4+]. Product: [CH2:1]([N:8]1[CH2:12][CH2:11][C@@H:10]([NH:13][C:14]2[C:24]([F:25])=[CH:23][C:17]([C:18]([O:20][CH2:21][CH3:22])=[O:19])=[CH:16][N:15]=2)[CH2:9]1)[C:2]1[CH:7]=[CH:6][CH:5]=[CH:4][CH:3]=1. The catalyst class is: 29.